From a dataset of Forward reaction prediction with 1.9M reactions from USPTO patents (1976-2016). Predict the product of the given reaction. (1) Given the reactants [CH:1]1([N:5]2[CH2:10][CH2:9][N:8]([C:11]([C:13]3[CH:14]=[C:15]4[C:19](=[CH:20][CH:21]=3)[NH:18][C:17]([C:22]([N:24]3[CH2:29][CH2:28][C:27]([F:31])([F:30])[CH2:26][CH2:25]3)=[O:23])=[CH:16]4)=[O:12])[CH2:7][CH2:6]2)[CH2:4][CH2:3][CH2:2]1.[O:32]1[CH2:37][CH2:36][N:35]([C:38]2[CH:43]=[CH:42][C:41](B(O)O)=[CH:40][CH:39]=2)[CH2:34][CH2:33]1.N1C=CC=CC=1, predict the reaction product. The product is: [CH:1]1([N:5]2[CH2:6][CH2:7][N:8]([C:11]([C:13]3[CH:14]=[C:15]4[C:19](=[CH:20][CH:21]=3)[N:18]([C:41]3[CH:40]=[CH:39][C:38]([N:35]5[CH2:34][CH2:33][O:32][CH2:37][CH2:36]5)=[CH:43][CH:42]=3)[C:17]([C:22]([N:24]3[CH2:25][CH2:26][C:27]([F:30])([F:31])[CH2:28][CH2:29]3)=[O:23])=[CH:16]4)=[O:12])[CH2:9][CH2:10]2)[CH2:2][CH2:3][CH2:4]1. (2) The product is: [N:22]1[CH:23]=[CH:24][CH:25]=[CH:26][C:21]=1[C:20]1[O:27][C:2]2[CH2:8][CH2:7][CH2:6][N:5]([C:9]([O:11][CH2:12][C:13]3[CH:14]=[CH:15][CH:16]=[CH:17][CH:18]=3)=[O:10])[CH2:4][C:3]=2[N:19]=1. Given the reactants O=[C:2]1[CH2:8][CH2:7][CH2:6][N:5]([C:9]([O:11][CH2:12][C:13]2[CH:18]=[CH:17][CH:16]=[CH:15][CH:14]=2)=[O:10])[CH2:4][CH:3]1[NH:19][C:20](=[O:27])[C:21]1[CH:26]=[CH:25][CH:24]=[CH:23][N:22]=1.P(Cl)(Cl)(Cl)(Cl)Cl, predict the reaction product.